From a dataset of Full USPTO retrosynthesis dataset with 1.9M reactions from patents (1976-2016). Predict the reactants needed to synthesize the given product. Given the product [Br:10][C:7]1[C:2]([Cl:1])=[C:3]([CH3:9])[C:4]([F:8])=[CH:5][CH:6]=1, predict the reactants needed to synthesize it. The reactants are: [Cl:1][C:2]1[CH:7]=[CH:6][CH:5]=[C:4]([F:8])[C:3]=1[CH3:9].[Br:10]Br.